From a dataset of Full USPTO retrosynthesis dataset with 1.9M reactions from patents (1976-2016). Predict the reactants needed to synthesize the given product. (1) Given the product [C:22]([O:26][C:27]([N:17]1[CH2:18][CH2:19][N:20]([C:1]([O:6][C:12]([CH3:16])([CH3:13])[CH3:11])=[O:5])[CH2:21][CH:16]1[C:12]1[CH:13]=[CH:14][CH:15]=[C:10]([N+:7]([O-:9])=[O:8])[CH:11]=1)=[O:28])([CH3:25])([CH3:24])[CH3:23], predict the reactants needed to synthesize it. The reactants are: [C:1]([OH:6])(=[O:5])C(O)=O.[N+:7]([C:10]1[CH:11]=[C:12]([CH:16]2[CH2:21][NH:20][CH2:19][CH2:18][NH:17]2)[CH:13]=[CH:14][CH:15]=1)([O-:9])=[O:8].[C:22]([O:26][C:27](O[C:27]([O:26][C:22]([CH3:25])([CH3:24])[CH3:23])=[O:28])=[O:28])([CH3:25])([CH3:24])[CH3:23]. (2) Given the product [N:9]1([C:2]2[CH:7]=[CH:6][N:5]=[C:4]([NH2:8])[CH:3]=2)[CH2:12][CH2:11][CH2:10]1, predict the reactants needed to synthesize it. The reactants are: Cl[C:2]1[CH:7]=[CH:6][N:5]=[C:4]([NH2:8])[CH:3]=1.[NH:9]1[CH2:12][CH2:11][CH2:10]1.C(=O)([O-])[O-].[Cs+].[Cs+]. (3) The reactants are: [CH3:1][S:2][C:3]1[N:8]=[C:7]([OH:9])[C:6](I)=[CH:5][N:4]=1.[C:11]1([CH2:17][C:18]#[CH:19])[CH:16]=[CH:15][CH:14]=[CH:13][CH:12]=1. Given the product [CH3:1][S:2][C:3]1[N:4]=[CH:5][C:6]2[CH:19]=[C:18]([CH2:17][C:11]3[CH:16]=[CH:15][CH:14]=[CH:13][CH:12]=3)[O:9][C:7]=2[N:8]=1, predict the reactants needed to synthesize it. (4) Given the product [Br:21][C:19]1[CH:18]=[CH:17][C:15]2[O:16][C:11]3[C:10](=[O:22])[NH:9][C:8]([C:5]4[CH:6]=[CH:7][C:2]([NH:1][CH2:24][CH:26]5[CH2:31][CH2:30][NH:29][CH2:28][CH2:27]5)=[CH:3][C:4]=4[Cl:23])=[N:13][C:12]=3[C:14]=2[CH:20]=1, predict the reactants needed to synthesize it. The reactants are: [NH2:1][C:2]1[CH:7]=[CH:6][C:5]([C:8]2[NH:9][C:10](=[O:22])[C:11]3[O:16][C:15]4[CH:17]=[CH:18][C:19]([Br:21])=[CH:20][C:14]=4[C:12]=3[N:13]=2)=[C:4]([Cl:23])[CH:3]=1.[CH:24]([CH:26]1[CH2:31][CH2:30][N:29](C(OC(C)(C)C)=O)[CH2:28][CH2:27]1)=O.C(O[BH-](OC(=O)C)OC(=O)C)(=O)C.[Na+].